This data is from Reaction yield outcomes from USPTO patents with 853,638 reactions. The task is: Predict the reaction yield, written as a fraction of the theoretical maximum amount of product (1.0 means a 100% yield; for example, 0.34 means a 34% yield). The reactants are [Br:1][C:2]1[CH:3]=[C:4]([N:8]2[CH:12]=[C:11]([C@:13]([NH:20][S@@](C(C)(C)C)=O)([CH3:19])[C:14]([F:18])([F:17])[CH2:15][OH:16])[CH:10]=[N:9]2)[CH:5]=[CH:6][CH:7]=1.Cl. The catalyst is CO. The product is [NH2:20][C@@:13]([C:11]1[CH:10]=[N:9][N:8]([C:4]2[CH:5]=[CH:6][CH:7]=[C:2]([Br:1])[CH:3]=2)[CH:12]=1)([CH3:19])[C:14]([F:17])([F:18])[CH2:15][OH:16]. The yield is 0.960.